Dataset: Full USPTO retrosynthesis dataset with 1.9M reactions from patents (1976-2016). Task: Predict the reactants needed to synthesize the given product. The reactants are: C[O:2][C:3]([C:5]1[CH:10]=[CH:9][C:8]([O:11][CH2:12][C:13]([F:18])([F:17])[CH:14]([F:16])[F:15])=[CH:7][N:6]=1)=[O:4].[OH-].[Li+].Cl. Given the product [F:18][C:13]([F:17])([CH:14]([F:16])[F:15])[CH2:12][O:11][C:8]1[CH:9]=[CH:10][C:5]([C:3]([OH:4])=[O:2])=[N:6][CH:7]=1, predict the reactants needed to synthesize it.